From a dataset of Forward reaction prediction with 1.9M reactions from USPTO patents (1976-2016). Predict the product of the given reaction. (1) Given the reactants CO[O:3][P:4]([O:9][CH2:10][CH:11]([OH:34])[CH2:12][O:13][C:14]([N:16]1[C:24]2[C:19](=[CH:20][CH:21]=[CH:22][CH:23]=2)/[C:18](=[CH:25]/[C:26]2[NH:27][C:28]([CH3:32])=[CH:29][C:30]=2[CH3:31])/[C:17]1=[O:33])=[O:15])([O:6]OC)=[O:5].C[Si](Br)(C)C, predict the reaction product. The product is: [OH:34][CH:11]([CH2:10][O:9][P:4]([OH:5])([OH:6])=[O:3])[CH2:12][O:13][C:14]([N:16]1[C:24]2[C:19](=[CH:20][CH:21]=[CH:22][CH:23]=2)/[C:18](=[CH:25]/[C:26]2[NH:27][C:28]([CH3:32])=[CH:29][C:30]=2[CH3:31])/[C:17]1=[O:33])=[O:15]. (2) Given the reactants [F:1][C:2]1[CH:3]=[C:4]([CH:6]=[CH:7][C:8]=1[O:9][C:10]1[CH:15]=[CH:14][N:13]=[C:12]2[NH:16][CH:17]=[C:18]([CH2:19][CH2:20][O:21][CH3:22])[C:11]=12)[NH2:5].Cl[C:24]1[CH:29]=[C:28]([C:30]([F:33])([F:32])[F:31])[N:27]=[C:26]([NH2:34])[N:25]=1.Cl.N1C=CC=CC=1N.[OH-].[Na+], predict the reaction product. The product is: [F:1][C:2]1[CH:3]=[C:4]([NH:5][C:24]2[CH:29]=[C:28]([C:30]([F:33])([F:31])[F:32])[N:27]=[C:26]([NH2:34])[N:25]=2)[CH:6]=[CH:7][C:8]=1[O:9][C:10]1[CH:15]=[CH:14][N:13]=[C:12]2[NH:16][CH:17]=[C:18]([CH2:19][CH2:20][O:21][CH3:22])[C:11]=12. (3) The product is: [CH2:1]([O:3][C:4](=[O:24])[C:5]([CH3:23])([CH3:22])[CH2:6][C@H:7]([NH:21][C:32]([C:30]1[O:29][N:28]=[C:27]([OH:26])[CH:31]=1)=[O:34])[CH2:8][C:9]1[CH:10]=[CH:11][C:12]([C:15]2[CH:20]=[CH:19][CH:18]=[CH:17][CH:16]=2)=[CH:13][CH:14]=1)[CH2:2][CH2:35][CH3:36]. Given the reactants [CH2:1]([O:3][C:4](=[O:24])[C:5]([CH3:23])([CH3:22])[CH2:6][C@H:7]([NH2:21])[CH2:8][C:9]1[CH:14]=[CH:13][C:12]([C:15]2[CH:20]=[CH:19][CH:18]=[CH:17][CH:16]=2)=[CH:11][CH:10]=1)[CH3:2].Cl.[OH:26][C:27]1[CH:31]=[C:30]([C:32]([OH:34])=O)[O:29][N:28]=1.[CH3:35][CH2:36]N=C=NCCCN(C)C.C1C=CC2N(O)N=NC=2C=1, predict the reaction product. (4) Given the reactants C([O-])([O-])=O.[K+].[K+].[Br:7][C:8]1[CH:9]=[C:10](I)[C:11]([NH2:14])=[N:12][CH:13]=1.[CH3:16][O:17][C:18]1[N:23]=[CH:22][C:21](B(O)O)=[CH:20][CH:19]=1, predict the reaction product. The product is: [Br:7][C:8]1[CH:9]=[C:10]([C:21]2[CH:22]=[N:23][C:18]([O:17][CH3:16])=[CH:19][CH:20]=2)[C:11]([NH2:14])=[N:12][CH:13]=1. (5) Given the reactants [F:1][C:2]1[CH:3]=[C:4]2[C:9](=[O:10])[O:8][C:6](=O)[C:5]2=[CH:11][CH:12]=1.C1(N=C=N)CCCCC1.Cl.[CH3:23][O:24][C:25]1[CH:26]=[C:27]([N:39]2C(=O)C3C(=CC=C(OC4C=CC=CC=4)C=3)C2=O)[CH:28]=[CH:29][C:30]=1[O:31][CH2:32][CH2:33][N:34]1[CH2:38][CH2:37][CH2:36][CH2:35]1, predict the reaction product. The product is: [F:1][C:2]1[CH:3]=[C:4]2[C:5](=[CH:11][CH:12]=1)[C:6](=[O:8])[N:39]([C:27]1[CH:28]=[CH:29][C:30]([O:31][CH2:32][CH2:33][N:34]3[CH2:35][CH2:36][CH2:37][CH2:38]3)=[C:25]([O:24][CH3:23])[CH:26]=1)[C:9]2=[O:10]. (6) The product is: [Cl:23][CH2:22][CH2:21][CH2:20][O:12][C:9]1[CH:8]=[CH:7][C:6]([C:4]([CH:1]2[CH2:2][CH2:3]2)=[O:5])=[CH:11][CH:10]=1. Given the reactants [CH:1]1([C:4]([C:6]2[CH:11]=[CH:10][C:9]([OH:12])=[CH:8][CH:7]=2)=[O:5])[CH2:3][CH2:2]1.C([O-])([O-])=O.[K+].[K+].Br[CH2:20][CH2:21][CH2:22][Cl:23], predict the reaction product.